This data is from Forward reaction prediction with 1.9M reactions from USPTO patents (1976-2016). The task is: Predict the product of the given reaction. (1) Given the reactants [F:1][C:2]([F:19])([F:18])[C:3]1[N:8]=[C:7]([N:9]2[CH2:13][C@@H:12]3[C@@H:14]([NH2:17])[CH2:15][CH2:16][C@@H:11]3[CH2:10]2)[CH:6]=[CH:5][CH:4]=1.[F:20][C:21]1[CH:26]=[CH:25][C:24]([N:27]=[C:28]=[O:29])=[CH:23][CH:22]=1, predict the reaction product. The product is: [F:20][C:21]1[CH:26]=[CH:25][C:24]([NH:27][C:28]([NH:17][C@@H:14]2[C@@H:12]3[C@@H:11]([CH2:10][N:9]([C:7]4[CH:6]=[CH:5][CH:4]=[C:3]([C:2]([F:1])([F:18])[F:19])[N:8]=4)[CH2:13]3)[CH2:16][CH2:15]2)=[O:29])=[CH:23][CH:22]=1. (2) Given the reactants [CH2:1](O)[CH2:2][CH2:3][CH2:4][CH2:1][CH2:2][CH2:3][CH2:4][CH2:1][CH2:2][CH2:3][CH2:4][CH2:1][CH2:2][CH2:3][CH2:4][CH2:1][CH2:2][CH2:3][CH3:4].OO.[C:24]([OH:45])(=[O:44])[CH2:25][CH2:26][CH2:27][CH2:28][CH2:29][CH2:30][CH2:31][CH2:32][CH2:33][CH2:34][CH2:35][CH2:36][CH2:37][CH2:38][CH2:39][CH2:40][CH2:41][CH2:42][CH3:43].COC1[C@@H](NC(C2C(OC)=CC(N)=C(Cl)C=2)=O)CCN(CCCOC2C=CC(F)=CC=2)C1.O, predict the reaction product. The product is: [C:24]([OH:45])(=[O:44])[CH2:25][CH2:26][CH2:27][CH2:28][CH2:29][CH2:30][CH2:31][CH2:32][CH2:33][CH2:34][CH2:35][CH2:36][CH2:37][CH2:38][CH2:39][CH2:40][CH2:41][CH2:42][CH2:43][CH2:1][CH2:2][CH2:3][CH3:4]. (3) Given the reactants [CH3:1][O:2][C:3](=[O:11])[CH2:4]P(OC)(OC)=O.[H-].[Na+].[CH2:14]([O:21][CH2:22][CH2:23][CH2:24][CH2:25][CH2:26][CH2:27][CH2:28][CH2:29][CH2:30][CH2:31][CH2:32]/[CH:33]=[CH:34]\[CH2:35][CH2:36][CH2:37][CH:38]([C:45]([O:47][CH3:48])=[O:46])[C:39](=O)[C:40]([O:42][CH3:43])=[O:41])[C:15]1[CH:20]=[CH:19][CH:18]=[CH:17][CH:16]=1, predict the reaction product. The product is: [CH2:14]([O:21][CH2:22][CH2:23][CH2:24][CH2:25][CH2:26][CH2:27][CH2:28][CH2:29][CH2:30][CH2:31][CH2:32]/[CH:33]=[CH:34]\[CH2:35][CH2:36][CH2:37]/[C:38](/[C:45]([O:47][CH3:48])=[O:46])=[C:39](/[C:40]([O:42][CH3:43])=[O:41])\[CH2:4][C:3]([O:2][CH3:1])=[O:11])[C:15]1[CH:20]=[CH:19][CH:18]=[CH:17][CH:16]=1. (4) Given the reactants [CH3:1][C:2]([CH3:46])([CH3:45])[CH2:3][O:4][C:5](=[O:44])[N:6]=[C:7]([NH2:43])[C:8]1[CH:13]=[CH:12][C:11]([NH:14][CH:15]([C:29]2[N:33]=[C:32]([O:34][CH2:35]Cl)[N:31]([C:37]3[N:42]=[CH:41][CH:40]=[CH:39][N:38]=3)[N:30]=2)[C:16]2[CH:21]=[C:20]([O:22][CH3:23])[CH:19]=[C:18]([O:24][CH2:25][CH2:26][OH:27])[C:17]=2[F:28])=[CH:10][CH:9]=1.[I-].[Na+].C(=O)([O-])O.[K+].[CH:54]1([O:60][C:61](=[O:68])[C:62]([CH3:67])([CH3:66])[C:63]([OH:65])=[O:64])[CH2:59][CH2:58][CH2:57][CH2:56][CH2:55]1, predict the reaction product. The product is: [CH:54]1([O:60][C:61](=[O:68])[C:62]([CH3:66])([CH3:67])[C:63]([O:65][CH2:35][O:34][C:32]2[N:31]([C:37]3[N:42]=[CH:41][CH:40]=[CH:39][N:38]=3)[N:30]=[C:29]([CH:15]([NH:14][C:11]3[CH:12]=[CH:13][C:8]([C:7]([NH2:43])=[N:6][C:5]([O:4][CH2:3][C:2]([CH3:46])([CH3:45])[CH3:1])=[O:44])=[CH:9][CH:10]=3)[C:16]3[CH:21]=[C:20]([O:22][CH3:23])[CH:19]=[C:18]([O:24][CH2:25][CH2:26][OH:27])[C:17]=3[F:28])[N:33]=2)=[O:64])[CH2:55][CH2:56][CH2:57][CH2:58][CH2:59]1. (5) Given the reactants [Si:1]([O:18][C@H:19]1[CH2:24][CH2:23][C@@:22]([C@H:26]2[CH2:34][CH2:33][C@@:32]3([CH3:35])[C@@H:28]([CH2:29][CH2:30][C@:31]3([CH3:37])[OH:36])[C@@H:27]2[CH2:38][OH:39])([CH3:25])[C@@H:21]([CH2:40][OH:41])[CH2:20]1)([C:14]([CH3:17])([CH3:16])[CH3:15])([C:8]1[CH:13]=[CH:12][CH:11]=[CH:10][CH:9]=1)[C:2]1[CH:7]=[CH:6][CH:5]=[CH:4][CH:3]=1.[CH3:42][C:43](OC(C)=O)=[O:44].CCOC(C)=O, predict the reaction product. The product is: [C:43]([O:41][CH2:40][C@H:21]1[CH2:20][C@@H:19]([O:18][Si:1]([C:14]([CH3:16])([CH3:17])[CH3:15])([C:2]2[CH:7]=[CH:6][CH:5]=[CH:4][CH:3]=2)[C:8]2[CH:13]=[CH:12][CH:11]=[CH:10][CH:9]=2)[CH2:24][CH2:23][C@@:22]1([C@H:26]1[CH2:34][CH2:33][C@@:32]2([CH3:35])[C@@H:28]([CH2:29][CH2:30][C@@:31]2([OH:36])[CH3:37])[C@@H:27]1[CH2:38][OH:39])[CH3:25])(=[O:44])[CH3:42]. (6) Given the reactants [CH3:1][O:2][C:3]1[CH:8]=[CH:7][C:6]([NH2:9])=[CH:5][C:4]=1[C:10]1[N:11]([CH3:19])[N:12]=[C:13]([C:15]([F:18])([F:17])[F:16])[CH:14]=1.[Cl:20][C:21]1[CH:26]=[CH:25][C:24]([N:27]=[C:28]=[O:29])=[CH:23][CH:22]=1, predict the reaction product. The product is: [Cl:20][C:21]1[CH:26]=[CH:25][C:24]([NH:27][C:28]([NH:9][C:6]2[CH:7]=[CH:8][C:3]([O:2][CH3:1])=[C:4]([C:10]3[N:11]([CH3:19])[N:12]=[C:13]([C:15]([F:18])([F:16])[F:17])[CH:14]=3)[CH:5]=2)=[O:29])=[CH:23][CH:22]=1.